From a dataset of Forward reaction prediction with 1.9M reactions from USPTO patents (1976-2016). Predict the product of the given reaction. Given the reactants [Cl:1][C:2]1[CH:30]=[CH:29][C:5]([CH2:6][N:7]([CH2:25][CH:26]([CH3:28])[CH3:27])[S:8]([C:11]2[CH:16]=[CH:15][C:14]([O:17][C@@H:18]3[CH2:23][CH2:22][NH:21][CH2:20][C@H:19]3[OH:24])=[CH:13][CH:12]=2)(=[O:10])=[O:9])=[CH:4][CH:3]=1.C(N(CC)CC)C.[CH:38]([Si:41](OS(C(F)(F)F)(=O)=O)([CH:45]([CH3:47])[CH3:46])[CH:42]([CH3:44])[CH3:43])([CH3:40])[CH3:39].O, predict the reaction product. The product is: [Cl:1][C:2]1[CH:30]=[CH:29][C:5]([CH2:6][N:7]([CH2:25][CH:26]([CH3:28])[CH3:27])[S:8]([C:11]2[CH:12]=[CH:13][C:14]([O:17][C@@H:18]3[CH2:23][CH2:22][NH:21][CH2:20][C@H:19]3[O:24][Si:41]([CH:45]([CH3:47])[CH3:46])([CH:42]([CH3:44])[CH3:43])[CH:38]([CH3:40])[CH3:39])=[CH:15][CH:16]=2)(=[O:10])=[O:9])=[CH:4][CH:3]=1.